Dataset: NCI-60 drug combinations with 297,098 pairs across 59 cell lines. Task: Regression. Given two drug SMILES strings and cell line genomic features, predict the synergy score measuring deviation from expected non-interaction effect. (1) Drug 1: CC1OCC2C(O1)C(C(C(O2)OC3C4COC(=O)C4C(C5=CC6=C(C=C35)OCO6)C7=CC(=C(C(=C7)OC)O)OC)O)O. Drug 2: CCCS(=O)(=O)NC1=C(C(=C(C=C1)F)C(=O)C2=CNC3=C2C=C(C=N3)C4=CC=C(C=C4)Cl)F. Cell line: CCRF-CEM. Synergy scores: CSS=52.5, Synergy_ZIP=0.879, Synergy_Bliss=0.549, Synergy_Loewe=-24.7, Synergy_HSA=-0.492. (2) Drug 1: CC1=C2C(C(=O)C3(C(CC4C(C3C(C(C2(C)C)(CC1OC(=O)C(C(C5=CC=CC=C5)NC(=O)OC(C)(C)C)O)O)OC(=O)C6=CC=CC=C6)(CO4)OC(=O)C)O)C)O. Drug 2: B(C(CC(C)C)NC(=O)C(CC1=CC=CC=C1)NC(=O)C2=NC=CN=C2)(O)O. Cell line: SN12C. Synergy scores: CSS=5.95, Synergy_ZIP=-1.70, Synergy_Bliss=-5.99, Synergy_Loewe=-30.9, Synergy_HSA=-9.61. (3) Drug 1: CC1C(C(=O)NC(C(=O)N2CCCC2C(=O)N(CC(=O)N(C(C(=O)O1)C(C)C)C)C)C(C)C)NC(=O)C3=C4C(=C(C=C3)C)OC5=C(C(=O)C(=C(C5=N4)C(=O)NC6C(OC(=O)C(N(C(=O)CN(C(=O)C7CCCN7C(=O)C(NC6=O)C(C)C)C)C)C(C)C)C)N)C. Drug 2: CN1C2=C(C=C(C=C2)N(CCCl)CCCl)N=C1CCCC(=O)O.Cl. Cell line: NCIH23. Synergy scores: CSS=27.9, Synergy_ZIP=-4.88, Synergy_Bliss=-1.52, Synergy_Loewe=-80.5, Synergy_HSA=-2.52. (4) Drug 1: CCC1(CC2CC(C3=C(CCN(C2)C1)C4=CC=CC=C4N3)(C5=C(C=C6C(=C5)C78CCN9C7C(C=CC9)(C(C(C8N6C)(C(=O)OC)O)OC(=O)C)CC)OC)C(=O)OC)O.OS(=O)(=O)O. Drug 2: C1CN(P(=O)(OC1)NCCCl)CCCl. Cell line: SW-620. Synergy scores: CSS=0.540, Synergy_ZIP=-1.52, Synergy_Bliss=-3.06, Synergy_Loewe=-13.6, Synergy_HSA=-3.53. (5) Drug 1: CC1=C(C(CCC1)(C)C)C=CC(=CC=CC(=CC(=O)O)C)C. Drug 2: CS(=O)(=O)CCNCC1=CC=C(O1)C2=CC3=C(C=C2)N=CN=C3NC4=CC(=C(C=C4)OCC5=CC(=CC=C5)F)Cl. Cell line: SF-295. Synergy scores: CSS=-3.10, Synergy_ZIP=1.80, Synergy_Bliss=0.845, Synergy_Loewe=-1.53, Synergy_HSA=-3.13. (6) Drug 1: C1CCN(CC1)CCOC2=CC=C(C=C2)C(=O)C3=C(SC4=C3C=CC(=C4)O)C5=CC=C(C=C5)O. Drug 2: COC1=NC(=NC2=C1N=CN2C3C(C(C(O3)CO)O)O)N. Cell line: HCC-2998. Synergy scores: CSS=-7.90, Synergy_ZIP=5.27, Synergy_Bliss=-3.03, Synergy_Loewe=-6.98, Synergy_HSA=-10.1. (7) Drug 2: C1=CC(=CC=C1C#N)C(C2=CC=C(C=C2)C#N)N3C=NC=N3. Synergy scores: CSS=15.1, Synergy_ZIP=0.0165, Synergy_Bliss=-1.00, Synergy_Loewe=-1.96, Synergy_HSA=-1.48. Cell line: HCT-15. Drug 1: CC12CCC3C(C1CCC2=O)CC(=C)C4=CC(=O)C=CC34C. (8) Drug 1: C1CCC(C1)C(CC#N)N2C=C(C=N2)C3=C4C=CNC4=NC=N3. Drug 2: CN1CCC(CC1)COC2=C(C=C3C(=C2)N=CN=C3NC4=C(C=C(C=C4)Br)F)OC. Cell line: NCI-H460. Synergy scores: CSS=3.84, Synergy_ZIP=-0.946, Synergy_Bliss=0.166, Synergy_Loewe=-1.58, Synergy_HSA=-0.0138. (9) Drug 2: N.N.Cl[Pt+2]Cl. Cell line: SN12C. Drug 1: C1CN1C2=NC(=NC(=N2)N3CC3)N4CC4. Synergy scores: CSS=19.6, Synergy_ZIP=-9.76, Synergy_Bliss=-0.614, Synergy_Loewe=-5.83, Synergy_HSA=-0.991.